From a dataset of Reaction yield outcomes from USPTO patents with 853,638 reactions. Predict the reaction yield, written as a fraction of the theoretical maximum amount of product (1.0 means a 100% yield; for example, 0.34 means a 34% yield). (1) The reactants are [CH3:1][S:2]([NH:5][CH2:6][C:7]1[C:15]2[S:14](=[O:17])(=[O:16])[N:13]=[C:12]([CH2:18][C:19]([OH:21])=O)[NH:11][C:10]=2[S:9][CH:8]=1)(=[O:4])=[O:3].F[P-](F)(F)(F)(F)F.N1(OC(N(C)C)=[N+](C)C)C2N=CC=CC=2N=N1.CN1CCOCC1.C([O:55][C:56](=O)[CH:57]([CH2:68][C:69]1[CH:74]=[CH:73][CH:72]=[CH:71][CH:70]=1)[CH2:58][NH:59][CH2:60][C:61]1[CH:66]=[CH:65][C:64]([F:67])=[CH:63][CH:62]=1)C.[O-]CC.[Na+].C(O)C. The catalyst is CN(C)C=O. The product is [CH2:68]([CH:57]1[CH2:58][N:59]([CH2:60][C:61]2[CH:62]=[CH:63][C:64]([F:67])=[CH:65][CH:66]=2)[C:19](=[O:21])[C:18]([C:12]2[NH:11][C:10]3[S:9][CH:8]=[C:7]([CH2:6][NH:5][S:2]([CH3:1])(=[O:3])=[O:4])[C:15]=3[S:14](=[O:16])(=[O:17])[N:13]=2)=[C:56]1[OH:55])[C:69]1[CH:70]=[CH:71][CH:72]=[CH:73][CH:74]=1. The yield is 0.320. (2) The reactants are CS[C:3](SC)=[C:4]1[C:13](=[O:14])[C:12]2[C:7](=[CH:8][CH:9]=[CH:10][CH:11]=2)[N:6]([NH:15][CH2:16][CH:17]2[CH2:19][CH2:18]2)[C:5]1=[O:20].[NH2:23][C:24]1[S:25][CH:26]=[C:27]([CH2:33][O:34][CH2:35][O:36][CH3:37])[C:28]=1[S:29]([NH2:32])(=[O:31])=[O:30]. The catalyst is O1CCOCC1. The product is [CH:17]1([CH2:16][NH:15][N:6]2[C:7]3[C:12](=[CH:11][CH:10]=[CH:9][CH:8]=3)[C:13]([OH:14])=[C:4]([C:3]3[NH:23][C:24]4[S:25][CH:26]=[C:27]([CH2:33][O:34][CH2:35][O:36][CH3:37])[C:28]=4[S:29](=[O:31])(=[O:30])[N:32]=3)[C:5]2=[O:20])[CH2:18][CH2:19]1. The yield is 0.520. (3) The reactants are [O:1]=[C:2](Cl)[O:3][C:4](Cl)(Cl)Cl.[F:9][C:10]([F:19])([F:18])[C:11]1[CH:16]=[CH:15][N:14]=C(O)[N:12]=1.[Cl:20][C:21]1[CH:22]=[C:23]([NH:27][CH3:28])[CH:24]=[CH:25][CH:26]=1. The catalyst is O1CCCC1. The product is [F:9][C:10]([F:19])([F:18])[C:11]1[CH:16]=[CH:15][N:14]=[C:4]([O:3][C:2](=[O:1])[N:27]([C:23]2[CH:24]=[CH:25][CH:26]=[C:21]([Cl:20])[CH:22]=2)[CH3:28])[N:12]=1. The yield is 0.400.